The task is: Predict the reactants needed to synthesize the given product.. This data is from Full USPTO retrosynthesis dataset with 1.9M reactions from patents (1976-2016). (1) Given the product [Cl:4][C:5]1[CH:6]=[C:7]([C:12]([OH:32])([CH2:13][CH2:14][CH2:15][C:16]#[C:17][C:18]2[CH:23]=[CH:22][C:21]([N:24]3[CH:28]=[N:27][C:26]([CH3:29])=[N:25]3)=[C:20]([O:30][CH3:31])[CH:19]=2)[CH3:1])[CH:8]=[CH:9][C:10]=1[Cl:11], predict the reactants needed to synthesize it. The reactants are: [CH3:1][Mg]Br.[Cl:4][C:5]1[CH:6]=[C:7]([C:12](=[O:32])[CH2:13][CH2:14][CH2:15][C:16]#[C:17][C:18]2[CH:23]=[CH:22][C:21]([N:24]3[CH:28]=[N:27][C:26]([CH3:29])=[N:25]3)=[C:20]([O:30][CH3:31])[CH:19]=2)[CH:8]=[CH:9][C:10]=1[Cl:11].[Cl-].[NH4+]. (2) Given the product [CH3:27][N:28]([CH3:29])[C:24]([C:23]1[C:16]2[C:15]([NH:14][C:6]3[CH:7]=[C:8]4[C:12](=[CH:13][C:5]=3[O:4][CH:2]([CH3:3])[CH3:1])[NH:11][N:10]=[CH:9]4)=[N:20][CH:19]=[N:18][C:17]=2[NH:21][CH:22]=1)=[O:26], predict the reactants needed to synthesize it. The reactants are: [CH3:1][CH:2]([O:4][C:5]1[CH:13]=[C:12]2[C:8]([CH:9]=[N:10][NH:11]2)=[CH:7][C:6]=1[NH:14][C:15]1[C:16]2[C:23]([C:24]([OH:26])=O)=[CH:22][NH:21][C:17]=2[N:18]=[CH:19][N:20]=1)[CH3:3].[CH3:27][NH:28][CH3:29]. (3) Given the product [ClH:16].[ClH:16].[NH2:8][CH2:7][CH2:6][NH:5][S:2]([CH3:1])(=[O:4])=[O:3], predict the reactants needed to synthesize it. The reactants are: [CH3:1][S:2]([NH:5][CH2:6][CH2:7][NH:8]C(=O)OC(C)(C)C)(=[O:4])=[O:3].[ClH:16].O1CCOCC1.C(OCC)(=O)C.